This data is from Forward reaction prediction with 1.9M reactions from USPTO patents (1976-2016). The task is: Predict the product of the given reaction. (1) Given the reactants [CH3:1][C:2]1[C:7]([NH:8][C:9]([C:11]2[CH:12]=[CH:13][C:14]3[C@:20]4([CH2:31][C:32]5[CH:37]=[CH:36][CH:35]=[CH:34][CH:33]=5)[CH2:21]C=C(C5C=CC=CC=5)[CH2:24][C@@H:19]4[CH2:18][CH2:17][CH2:16][C:15]=3[CH:38]=2)=[O:10])=[CH:6][CH:5]=[CH:4][N:3]=1.[CH3:39][C:40]1[C:45]([NH:46][C:47]([C:49]2[CH:50]=[CH:51][C:52]3[C@@:58]4([CH2:69][C:70]5[CH:75]=[CH:74][CH:73]=[CH:72][CH:71]=5)[CH2:59]C=C(C5C=CC=CC=5)[CH2:62][C@H:57]4[CH2:56][CH2:55][CH2:54][C:53]=3[CH:76]=2)=[O:48])=[CH:44][CH:43]=[CH:42][N:41]=1.C[N+]1([O-])CCOCC1.S([O-])([O-])(=O)=S.[Na+].[Na+].[O:92]1[CH2:97][CH2:96][O:95]CC1, predict the reaction product. The product is: [CH3:1][C:2]1[C:7]([NH:8][C:9]([C:11]2[CH:12]=[CH:13][C:14]3[C@@:20]4([CH2:31][C:32]5[CH:37]=[CH:36][CH:35]=[CH:34][CH:33]=5)[CH2:21][C@H:96]([OH:95])[C@@:97]([OH:92])([C:49]5[CH:50]=[CH:51][CH:52]=[CH:53][CH:76]=5)[CH2:24][C@H:19]4[CH2:18][CH2:17][CH2:16][C:15]=3[CH:38]=2)=[O:10])=[CH:6][CH:5]=[CH:4][N:3]=1.[CH3:39][C:40]1[C:45]([NH:46][C:47]([C:49]2[CH:50]=[CH:51][C:52]3[C@:58]4([CH2:69][C:70]5[CH:75]=[CH:74][CH:73]=[CH:72][CH:71]=5)[CH2:59][C@@H:96]([OH:95])[C@:97]([OH:92])([C:11]5[CH:12]=[CH:13][CH:14]=[CH:15][CH:38]=5)[CH2:62][C@@H:57]4[CH2:56][CH2:55][CH2:54][C:53]=3[CH:76]=2)=[O:48])=[CH:44][CH:43]=[CH:42][N:41]=1. (2) Given the reactants [F:1][C:2]1[C:3]([NH:18][C@@H:19]2[CH2:24][CH2:23][CH2:22][N:21]([C:25](=[O:28])[CH:26]=[CH2:27])[CH2:20]2)=[N:4][C:5]([NH:8][C:9]2[CH:10]=[C:11]3[C:15](=[CH:16][CH:17]=2)[CH2:14][NH:13][CH2:12]3)=[N:6][CH:7]=1.[C:29]1(=O)[CH2:32][CH2:31][CH2:30]1.[BH-](OC(C)=O)(OC(C)=O)OC(C)=O.[Na+], predict the reaction product. The product is: [CH:29]1([N:13]2[CH2:12][C:11]3[C:15](=[CH:16][CH:17]=[C:9]([NH:8][C:5]4[N:4]=[C:3]([NH:18][C@@H:19]5[CH2:24][CH2:23][CH2:22][N:21]([C:25](=[O:28])[CH:26]=[CH2:27])[CH2:20]5)[C:2]([F:1])=[CH:7][N:6]=4)[CH:10]=3)[CH2:14]2)[CH2:32][CH2:31][CH2:30]1.